From a dataset of Full USPTO retrosynthesis dataset with 1.9M reactions from patents (1976-2016). Predict the reactants needed to synthesize the given product. (1) Given the product [CH3:23][O:22][C:15](=[O:21])[CH2:16][CH2:17][CH2:18][C:19]#[C:20][CH2:8][C:9]#[C:10][CH2:11][OH:12], predict the reactants needed to synthesize it. The reactants are: C([O-])([O-])=O.[K+].[K+].Cl[CH2:8][C:9]#[C:10][CH2:11][OH:12].[Na+].[I-].[C:15]([O:22][CH3:23])(=[O:21])[CH2:16][CH2:17][CH2:18][C:19]#[CH:20]. (2) Given the product [Cl:1][C:2]1[N:10]=[C:9]([Cl:11])[CH:8]=[CH:7][C:3]=1[C:4]([NH:12][C:13]1[CH:18]=[CH:17][C:16]([C:19]2[CH:20]([CH3:26])[CH2:21][C:22](=[O:25])[NH:23][N:24]=2)=[CH:15][C:14]=1[OH:27])=[O:5], predict the reactants needed to synthesize it. The reactants are: [Cl:1][C:2]1[N:10]=[C:9]([Cl:11])[CH:8]=[CH:7][C:3]=1[C:4](Cl)=[O:5].[NH2:12][C:13]1[CH:18]=[CH:17][C:16]([C:19]2[CH:20]([CH3:26])[CH2:21][C:22](=[O:25])[NH:23][N:24]=2)=[CH:15][C:14]=1[OH:27].C(=O)([O-])[O-].[K+].[K+].O. (3) Given the product [C:1]([C:3]1[CH:4]=[N:5][C:6]2[CH2:7][C:8]3[C:9]([N:28]=[CH:29][N:30]=3)=[CH:10][C:11]=2[C:12]=1[N:13]([C:16]1[CH:21]=[CH:20][C:19]([O:24][C:25]2[CH:34]=[CH:33][CH:32]=[CH:41][CH:40]=2)=[CH:18][CH:17]=1)[CH:14]=[O:15])#[N:2], predict the reactants needed to synthesize it. The reactants are: [C:1]([C:3]1[CH:4]=[N:5][C:6]2[CH2:7][C:8]3[C:9]([N:28]=[CH:29][N:30]=3)=[CH:10][C:11]=2[C:12]=1[N:13]([C:16]1[CH:21]=[C:20](OC)[C:19]([O:24][CH3:25])=[C:18](OC)[CH:17]=1)[CH:14]=[O:15])#[N:2].N[C:32]1[CH:33]=[C:34]2C(=[CH:40][C:41]=1N)N=CC(C#N)=C2N[C:32]1[CH:41]=[CH:40]C(O[C:32]2[CH:41]=[CH:40]C=[CH:34][CH:33]=2)=[CH:34][CH:33]=1.C(OC(OCC)OCC)(=O)C. (4) Given the product [Cl:1][C:2]1[CH:8]=[CH:7][CH:6]=[C:5]([Cl:9])[C:3]=1[NH:4][C:12](=[O:13])[C:11]([F:22])([F:21])[F:10], predict the reactants needed to synthesize it. The reactants are: [Cl:1][C:2]1[CH:8]=[CH:7][CH:6]=[C:5]([Cl:9])[C:3]=1[NH2:4].[F:10][C:11]([F:22])([F:21])[C:12](O[C:12](=[O:13])[C:11]([F:22])([F:21])[F:10])=[O:13]. (5) Given the product [Br:8][C:6]1[N:7]=[C:2]([NH:24][C@H:21]2[CH2:22][CH2:23][C@H:18]([O:17][CH3:16])[CH2:19][CH2:20]2)[C:3]([NH:9][CH2:10][C:11]([O:13][CH2:14][CH3:15])=[O:12])=[N:4][CH:5]=1, predict the reactants needed to synthesize it. The reactants are: Br[C:2]1[C:3]([NH:9][CH2:10][C:11]([O:13][CH2:14][CH3:15])=[O:12])=[N:4][CH:5]=[C:6]([Br:8])[N:7]=1.[CH3:16][O:17][C@H:18]1[CH2:23][CH2:22][C@H:21]([NH2:24])[CH2:20][CH2:19]1.C(N(CC)C(C)C)(C)C.CS(C)=O.